Dataset: Full USPTO retrosynthesis dataset with 1.9M reactions from patents (1976-2016). Task: Predict the reactants needed to synthesize the given product. (1) Given the product [F:9][C:4]1[CH:3]=[C:2]([N:10]2[CH:14]=[N:13][CH:12]=[N:11]2)[CH:7]=[CH:6][C:5]=1[OH:8], predict the reactants needed to synthesize it. The reactants are: Br[C:2]1[CH:7]=[CH:6][C:5]([OH:8])=[C:4]([F:9])[CH:3]=1.[NH:10]1[CH:14]=[N:13][CH:12]=[N:11]1.P([O-])([O-])([O-])=O.[K+].[K+].[K+].CNCCNC.Cl. (2) Given the product [OH:20][CH2:19][C:18]([N:22]1[CH2:27][CH2:26][N:25]([CH2:2][C:3]2[CH:8]=[CH:7][N:6]=[C:5]([NH:9][C:10]3[S:11][C:12]([C:15]#[N:16])=[CH:13][N:14]=3)[CH:4]=2)[CH2:24][CH2:23]1)=[O:21], predict the reactants needed to synthesize it. The reactants are: Cl[CH2:2][C:3]1[CH:8]=[CH:7][N:6]=[C:5]([NH:9][C:10]2[S:11][C:12]([C:15]#[N:16])=[CH:13][N:14]=2)[CH:4]=1.Cl.[C:18]([N:22]1[CH2:27][CH2:26][NH:25][CH2:24][CH2:23]1)(=[O:21])[CH2:19][OH:20].C(N(C(C)C)CC)(C)C. (3) Given the product [CH:7]1([O:10][C:11]2[CH:12]=[C:13]([C:21]3[N:38]([CH2:39][O:40][CH2:41][CH2:42][Si:43]([CH3:46])([CH3:45])[CH3:44])[C:24]4[CH:25]=[N:26][N:27]([CH2:30][O:31][CH2:32][CH2:33][Si:34]([CH3:36])([CH3:37])[CH3:35])[C:28](=[O:29])[C:23]=4[C:22]=3[CH:47]=[CH:50][CH2:51][CH2:52][CH3:53])[CH:14]=[CH:15][C:16]=2[O:17][CH:18]([F:19])[F:20])[CH2:9][CH2:8]1, predict the reactants needed to synthesize it. The reactants are: CC(C)([O-])C.[K+].[CH:7]1([O:10][C:11]2[CH:12]=[C:13]([C:21]3[N:38]([CH2:39][O:40][CH2:41][CH2:42][Si:43]([CH3:46])([CH3:45])[CH3:44])[C:24]4[CH:25]=[N:26][N:27]([CH2:30][O:31][CH2:32][CH2:33][Si:34]([CH3:37])([CH3:36])[CH3:35])[C:28](=[O:29])[C:23]=4[C:22]=3[CH:47]=O)[CH:14]=[CH:15][C:16]=2[O:17][CH:18]([F:20])[F:19])[CH2:9][CH2:8]1.O1[CH2:53][CH2:52][CH2:51][CH2:50]1. (4) Given the product [ClH:83].[ClH:83].[ClH:83].[CH3:1][N:2]1[C:11]2[C:6](=[CH:7][C:8]([O:12][CH2:13][CH2:14][CH2:15][CH2:16][CH2:17][N:18]([C:29]3[CH:34]=[CH:33][CH:32]=[CH:31][N:30]=3)[CH2:19][CH2:20][C:21]3[CH:22]=[N:23][CH:24]=[CH:25][CH:26]=3)=[CH:9][CH:10]=2)[CH:5]=[CH:4][C:3]1=[O:27], predict the reactants needed to synthesize it. The reactants are: [CH3:1][N:2]1[C:11]2[C:6](=[CH:7][C:8]([O:12][CH2:13][CH2:14][CH2:15][CH2:16][CH2:17][NH:18][CH2:19][CH2:20][C:21]3[CH:22]=[N:23][CH:24]=[CH:25][CH:26]=3)=[CH:9][CH:10]=2)[CH:5]=[CH:4][C:3]1=[O:27].Br[C:29]1[CH:34]=[CH:33][CH:32]=[CH:31][N:30]=1.CC1(C)C2C(=C(P(C3C=CC=CC=3)C3C=CC=CC=3)C=CC=2)OC2C(P(C3C=CC=CC=3)C3C=CC=CC=3)=CC=CC1=2.CC(C)([O-])C.[Na+].[ClH:83]. (5) Given the product [C:15]([C:12]1[CH:11]=[CH:10][N:9]2[C:13]=1[CH:14]=[C:6]([C:4]([OH:5])=[O:3])[CH:7]=[CH:8]2)#[N:16], predict the reactants needed to synthesize it. The reactants are: C([O:3][C:4]([C:6]1[CH:7]=[CH:8][N:9]2[C:13]([CH:14]=1)=[C:12]([C:15]#[N:16])[CH:11]=[CH:10]2)=[O:5])C.[OH-].[Li+].Cl. (6) Given the product [CH2:22]([N:29]1[C:33]([CH2:34][CH3:35])=[CH:32][C:31]([NH:36][C:1](=[O:9])[C:2]2[CH:7]=[CH:6][CH:5]=[N:4][CH:3]=2)=[N:30]1)[C:23]1[CH:24]=[CH:25][CH:26]=[CH:27][CH:28]=1, predict the reactants needed to synthesize it. The reactants are: [C:1]([OH:9])(=O)[C:2]1[CH:7]=[CH:6][CH:5]=[N:4][CH:3]=1.Cl.C(N=C=NCCCN(C)C)C.[CH2:22]([N:29]1[C:33]([CH2:34][CH3:35])=[CH:32][C:31]([NH2:36])=[N:30]1)[C:23]1[CH:28]=[CH:27][CH:26]=[CH:25][CH:24]=1. (7) Given the product [CH2:22]([Sn:17]([CH2:13][CH2:14][CH2:15][CH3:16])([CH2:18][CH2:19][CH2:20][CH3:21])[CH2:26][O:27][CH3:28])[CH2:23][CH2:24][CH3:25], predict the reactants needed to synthesize it. The reactants are: C(NC(C)C)(C)C.C([Li])CCC.[CH2:13]([SnH:17]([CH2:22][CH2:23][CH2:24][CH3:25])[CH2:18][CH2:19][CH2:20][CH3:21])[CH2:14][CH2:15][CH3:16].[CH3:26][O:27][CH2:28]Cl. (8) Given the product [C:41]1([S:47]([O-:50])(=[O:49])=[O:48])[CH:46]=[CH:45][CH:44]=[CH:43][CH:42]=1.[C:1]([C:3]1[CH:8]=[CH:7][C:6]([N:9]2[C:13]([C:14]3[CH:15]=[C:16]([C:32]([NH:34][CH2:35][CH2:36][CH2:37][N+:38]([CH3:52])([CH3:40])[CH3:39])=[O:33])[C:17](=[O:31])[N:18]([C:21]4[CH:26]=[CH:25][CH:24]=[C:23]([C:27]([F:29])([F:28])[F:30])[CH:22]=4)[C:19]=3[CH3:20])=[CH:12][CH:11]=[N:10]2)=[CH:5][CH:4]=1)#[N:2], predict the reactants needed to synthesize it. The reactants are: [C:1]([C:3]1[CH:8]=[CH:7][C:6]([N:9]2[C:13]([C:14]3[CH:15]=[C:16]([C:32]([NH:34][CH2:35][CH2:36][CH2:37][N:38]([CH3:40])[CH3:39])=[O:33])[C:17](=[O:31])[N:18]([C:21]4[CH:26]=[CH:25][CH:24]=[C:23]([C:27]([F:30])([F:29])[F:28])[CH:22]=4)[C:19]=3[CH3:20])=[CH:12][CH:11]=[N:10]2)=[CH:5][CH:4]=1)#[N:2].[C:41]1([S:47]([O:50]C)(=[O:49])=[O:48])[CH:46]=[CH:45][CH:44]=[CH:43][CH:42]=1.[CH3:52]C1CCCO1.